Dataset: Peptide-MHC class I binding affinity with 185,985 pairs from IEDB/IMGT. Task: Regression. Given a peptide amino acid sequence and an MHC pseudo amino acid sequence, predict their binding affinity value. This is MHC class I binding data. (1) The peptide sequence is VFHELPSLC. The MHC is HLA-A30:02 with pseudo-sequence HLA-A30:02. The binding affinity (normalized) is 0.113. (2) The peptide sequence is YAKKFKTGM. The MHC is HLA-A02:19 with pseudo-sequence HLA-A02:19. The binding affinity (normalized) is 0.0847. (3) The peptide sequence is TRLNAWVKVV. The MHC is HLA-B57:01 with pseudo-sequence HLA-B57:01. The binding affinity (normalized) is 0. (4) The peptide sequence is KLKSVGKAY. The MHC is HLA-A02:12 with pseudo-sequence HLA-A02:12. The binding affinity (normalized) is 0.0847.